Dataset: Forward reaction prediction with 1.9M reactions from USPTO patents (1976-2016). Task: Predict the product of the given reaction. (1) Given the reactants [CH3:1][O:2][C:3]1[CH:8]=[CH:7][C:6]([CH:9]([C:29]2[CH:34]=[CH:33][C:32]([O:35][CH3:36])=[CH:31][CH:30]=2)[N:10]2[C:14]3[C:15]4[C:20]([CH2:21][C:13]=3[C:12]([C:24]3[CH:28]=[CH:27][S:26][CH:25]=3)=[N:11]2)=[CH:19][C:18]([CH2:22][NH2:23])=[CH:17][CH:16]=4)=[CH:5][CH:4]=1.[C:37]([N:44]1[CH:48]=[CH:47][N:46]=[CH:45]1)(N1C=CN=C1)=[O:38].NCCN1C[CH2:56][O:55][CH2:54][CH2:53]1, predict the reaction product. The product is: [CH3:36][O:35][C:32]1[CH:31]=[CH:30][C:29]([CH:9]([C:6]2[CH:5]=[CH:4][C:3]([O:2][CH3:1])=[CH:8][CH:7]=2)[N:10]2[C:14]3[C:15]4[C:20]([CH2:21][C:13]=3[C:12]([C:24]3[CH:28]=[CH:27][S:26][CH:25]=3)=[N:11]2)=[CH:19][C:18]([CH2:22][NH:23][C:37]([NH:44][CH2:48][CH2:47][N:46]2[CH2:45][CH2:56][O:55][CH2:54][CH2:53]2)=[O:38])=[CH:17][CH:16]=4)=[CH:34][CH:33]=1. (2) The product is: [CH3:1][O:2][C:3]1[C:12]([O:13][CH2:20][C:21]2[CH:26]=[CH:25][CH:24]=[CH:23][CH:22]=2)=[C:11]2[C:6]([CH:7]=[CH:8][CH:9]=[N:10]2)=[CH:5][CH:4]=1. Given the reactants [CH3:1][O:2][C:3]1[C:12]([OH:13])=[C:11]2[C:6]([CH:7]=[CH:8][CH:9]=[N:10]2)=[CH:5][CH:4]=1.C([O-])([O-])=O.[K+].[K+].[CH2:20](Cl)[C:21]1[CH:26]=[CH:25][CH:24]=[CH:23][CH:22]=1, predict the reaction product.